This data is from Forward reaction prediction with 1.9M reactions from USPTO patents (1976-2016). The task is: Predict the product of the given reaction. Given the reactants F[C:2]1[CH:9]=[C:8]([F:10])[CH:7]=[CH:6][C:3]=1[CH:4]=O.[C:11]([O:15][CH3:16])(=[O:14])[CH2:12][SH:13].C(N(CC)CC)C, predict the reaction product. The product is: [F:10][C:8]1[CH:7]=[CH:6][C:3]2[CH:4]=[C:12]([C:11]([O:15][CH3:16])=[O:14])[S:13][C:2]=2[CH:9]=1.